This data is from Forward reaction prediction with 1.9M reactions from USPTO patents (1976-2016). The task is: Predict the product of the given reaction. (1) Given the reactants [OH:1][C@H:2]1[C@H:6]2[O:7][CH2:8][CH:9]([CH2:10][C:11]([O:13][CH2:14][CH3:15])=[O:12])[C@H:5]2[O:4][CH2:3]1.N1C=CN=C1.[C:21]([Si:25](Cl)([CH3:27])[CH3:26])([CH3:24])([CH3:23])[CH3:22], predict the reaction product. The product is: [Si:25]([O:1][C@H:2]1[C@H:6]2[O:7][CH2:8][CH:9]([CH2:10][C:11]([O:13][CH2:14][CH3:15])=[O:12])[C@H:5]2[O:4][CH2:3]1)([C:21]([CH3:24])([CH3:23])[CH3:22])([CH3:27])[CH3:26]. (2) Given the reactants [NH2:1][C:2]1([C:7]([OH:9])=[O:8])[CH2:6][CH2:5][CH2:4][CH2:3]1.[OH-].[Na+].[C:12]([O:16][C:17](O[C:17]([O:16][C:12]([CH3:15])([CH3:14])[CH3:13])=[O:18])=[O:18])([CH3:15])([CH3:14])[CH3:13], predict the reaction product. The product is: [C:12]([O:16][C:17]([NH:1][C:2]1([C:7]([OH:9])=[O:8])[CH2:6][CH2:5][CH2:4][CH2:3]1)=[O:18])([CH3:15])([CH3:14])[CH3:13]. (3) Given the reactants C[O:2][C:3]1[C:12]([C:13]2[CH:18]=[CH:17][CH:16]=[CH:15][CH:14]=2)=[CH:11][C:10]2[N:9]=[CH:8][C:7]([C:19]3[CH:24]=[CH:23][CH:22]=[CH:21][CH:20]=3)=[N:6][C:5]=2[C:4]=1[C:25]([O:27]C)=[O:26].B(Br)(Br)Br.O, predict the reaction product. The product is: [OH:2][C:3]1[C:12]([C:13]2[CH:18]=[CH:17][CH:16]=[CH:15][CH:14]=2)=[CH:11][C:10]2[N:9]=[CH:8][C:7]([C:19]3[CH:20]=[CH:21][CH:22]=[CH:23][CH:24]=3)=[N:6][C:5]=2[C:4]=1[C:25]([OH:27])=[O:26].